From a dataset of Forward reaction prediction with 1.9M reactions from USPTO patents (1976-2016). Predict the product of the given reaction. Given the reactants C(N[CH2:6][CH2:7][CH2:8][CH2:9][CH2:10][C:11]([O:13]N1C(=O)CCC1=O)=[O:12])(=O)C=C.[C:21]([OH:27])(=[O:27])[CH2:22][CH2:23][CH2:21][CH2:22][CH3:23], predict the reaction product. The product is: [C:21]([CH:10]([CH2:9][CH2:8][CH2:7][CH3:6])[C:11]([OH:13])=[O:12])(=[O:27])[CH:22]=[CH2:23].